From a dataset of CYP2C9 inhibition data for predicting drug metabolism from PubChem BioAssay. Regression/Classification. Given a drug SMILES string, predict its absorption, distribution, metabolism, or excretion properties. Task type varies by dataset: regression for continuous measurements (e.g., permeability, clearance, half-life) or binary classification for categorical outcomes (e.g., BBB penetration, CYP inhibition). Dataset: cyp2c9_veith. (1) The result is 1 (inhibitor). The molecule is CCOc1ccc(NC(=S)N(Cc2ccc(Cl)cc2)Cc2ccco2)cc1. (2) The compound is CCCCOc1ccc(CC(=O)NO)cc1. The result is 0 (non-inhibitor). (3) The drug is O=C(NCCCN1CCCC1=O)Nc1ccc(F)c(Cl)c1. The result is 0 (non-inhibitor).